From a dataset of Full USPTO retrosynthesis dataset with 1.9M reactions from patents (1976-2016). Predict the reactants needed to synthesize the given product. (1) Given the product [C:14]([O:18][C:19]([NH:21][CH2:22][CH2:23][O:1][C:2]1[CH:11]=[C:10]([S:12][CH3:13])[CH:9]=[CH:8][C:3]=1[C:4]([O:6][CH3:7])=[O:5])=[O:20])([CH3:17])([CH3:16])[CH3:15], predict the reactants needed to synthesize it. The reactants are: [OH:1][C:2]1[CH:11]=[C:10]([S:12][CH3:13])[CH:9]=[CH:8][C:3]=1[C:4]([O:6][CH3:7])=[O:5].[C:14]([O:18][C:19]([NH:21][CH2:22][CH2:23]O)=[O:20])([CH3:17])([CH3:16])[CH3:15]. (2) The reactants are: [S:1]1[C:5]2=[CH:6][N:7]=[CH:8][CH:9]=[C:4]2[CH:3]=[CH:2]1.C([Li])CCC.[CH3:15][S:16][C:17]1[CH:22]=[CH:21][CH:20]=[CH:19][C:18]=1[CH:23]=[N:24][S:25]([C:28]1[CH:38]=[CH:37][C:31]2[O:32][CH2:33][CH2:34][CH2:35][O:36][C:30]=2[CH:29]=1)(=[O:27])=[O:26]. Given the product [CH3:15][S:16][C:17]1[CH:22]=[CH:21][CH:20]=[CH:19][C:18]=1[CH:23]([C:2]1[S:1][C:5]2=[CH:6][N:7]=[CH:8][CH:9]=[C:4]2[CH:3]=1)[NH:24][S:25]([C:28]1[CH:38]=[CH:37][C:31]2[O:32][CH2:33][CH2:34][CH2:35][O:36][C:30]=2[CH:29]=1)(=[O:27])=[O:26], predict the reactants needed to synthesize it. (3) Given the product [Br:12][C:13]1[CH:20]=[CH:19][C:16]([CH2:17][NH:6][C@@H:5]([CH2:7][CH:8]([CH3:10])[CH3:9])[C:4]([O:3][CH3:2])=[O:11])=[CH:15][CH:14]=1, predict the reactants needed to synthesize it. The reactants are: Cl.[CH3:2][O:3][C:4](=[O:11])[C@H:5]([CH2:7][CH:8]([CH3:10])[CH3:9])[NH2:6].[Br:12][C:13]1[CH:20]=[CH:19][C:16]([CH:17]=O)=[CH:15][CH:14]=1.[O-]S([O-])(=O)=O.[Mg+2].C(N(CC)CC)C.[BH4-].[Na+].